Predict the reactants needed to synthesize the given product. From a dataset of Full USPTO retrosynthesis dataset with 1.9M reactions from patents (1976-2016). (1) Given the product [Cl:1][C:2]1[CH:31]=[CH:30][C:5]([CH2:6][N:7]2[CH2:12][CH2:11][N:10]([C:13]([O:15][CH2:16][C@:17]3([CH3:28])[O:29][C:20]4=[N:21][C:22]([N+:24]([O-:26])=[O:25])=[CH:23][N:19]4[CH2:18]3)=[O:14])[CH2:9][CH2:8]2)=[CH:4][CH:3]=1, predict the reactants needed to synthesize it. The reactants are: [Cl:1][C:2]1[CH:31]=[CH:30][C:5]([CH2:6][N:7]2[CH2:12][CH2:11][N:10]([C:13]([O:15][CH2:16][C@@:17]([OH:29])([CH3:28])[CH2:18][N:19]3[CH:23]=[C:22]([N+:24]([O-:26])=[O:25])[N:21]=[C:20]3Cl)=[O:14])[CH2:9][CH2:8]2)=[CH:4][CH:3]=1.[H-].[Na+]. (2) Given the product [Cl:29][C:26]1[CH:25]=[CH:24][C:23]([C:15]([C:16]2[CH:21]=[CH:20][C:19]([Cl:22])=[CH:18][CH:17]=2)=[CH:14][CH2:13][S:12][C:9]2[CH:10]=[CH:11][C:6]([O:5][CH2:4][C:3]([OH:32])=[O:2])=[C:7]([CH2:30][CH3:31])[CH:8]=2)=[CH:28][CH:27]=1, predict the reactants needed to synthesize it. The reactants are: C[O:2][C:3](=[O:32])[CH2:4][O:5][C:6]1[CH:11]=[CH:10][C:9]([S:12][CH2:13][CH:14]=[C:15]([C:23]2[CH:28]=[CH:27][C:26]([Cl:29])=[CH:25][CH:24]=2)[C:16]2[CH:21]=[CH:20][C:19]([Cl:22])=[CH:18][CH:17]=2)=[CH:8][C:7]=1[CH2:30][CH3:31].[OH-].[Na+].Cl. (3) The reactants are: [C:1]([O:5][C:6]([N:8]([CH3:22])[CH2:9][CH:10]([OH:21])[CH2:11][N:12]([C:14]([O:16][C:17]([CH3:20])([CH3:19])[CH3:18])=[O:15])[CH3:13])=[O:7])([CH3:4])([CH3:3])[CH3:2].[CH2:23](Br)[C:24]1[CH:29]=[CH:28][CH:27]=[CH:26][CH:25]=1.[H-].[Na+]. Given the product [CH2:23]([O:21][CH:10]([CH2:9][N:8]([C:6]([O:5][C:1]([CH3:3])([CH3:2])[CH3:4])=[O:7])[CH3:22])[CH2:11][N:12]([C:14]([O:16][C:17]([CH3:20])([CH3:19])[CH3:18])=[O:15])[CH3:13])[C:24]1[CH:29]=[CH:28][CH:27]=[CH:26][CH:25]=1, predict the reactants needed to synthesize it. (4) Given the product [F:1][C:2]1[CH:10]=[CH:9][CH:8]=[C:7]([I:11])[C:3]=1[C:4]([O:6]/[N:24]=[C:25](\[NH2:27])/[CH3:26])=[O:5], predict the reactants needed to synthesize it. The reactants are: [F:1][C:2]1[CH:10]=[CH:9][CH:8]=[C:7]([I:11])[C:3]=1[C:4]([OH:6])=[O:5].C(Cl)(=O)C(Cl)=O.CN(C=O)C.O[NH:24][C:25](=[NH:27])[CH3:26]. (5) Given the product [C:7]([C:9]1[CH:24]=[CH:23][C:12]([C:13]([NH:15][C:16]2[CH:21]=[CH:20][NH:19][C:18](=[O:22])[CH:17]=2)=[O:14])=[C:11]([O:33][C:30]2[CH:31]=[CH:32][C:27]([F:26])=[CH:28][C:29]=2[O:34][CH3:35])[CH:10]=1)#[N:8], predict the reactants needed to synthesize it. The reactants are: C([O-])([O-])=O.[Cs+].[Cs+].[C:7]([C:9]1[CH:24]=[CH:23][C:12]([C:13]([NH:15][C:16]2[CH:21]=[CH:20][NH:19][C:18](=[O:22])[CH:17]=2)=[O:14])=[C:11](F)[CH:10]=1)#[N:8].[F:26][C:27]1[CH:32]=[CH:31][C:30]([OH:33])=[C:29]([O:34][CH3:35])[CH:28]=1. (6) Given the product [C:25]([O:24][C@@H:18]([C:9]1[C:8]([CH3:29])=[CH:7][C:5]2[N:6]=[C:2]([C:37]3[N:42]=[C:41]([Cl:43])[CH:40]=[CH:39][N:38]=3)[S:3][C:4]=2[C:10]=1[C:11]1[CH:16]=[CH:15][C:14]([Cl:17])=[CH:13][CH:12]=1)[C:19]([O:21][CH2:22][CH3:23])=[O:20])([CH3:28])([CH3:27])[CH3:26], predict the reactants needed to synthesize it. The reactants are: Br[C:2]1[S:3][C:4]2[C:10]([C:11]3[CH:16]=[CH:15][C:14]([Cl:17])=[CH:13][CH:12]=3)=[C:9]([C@H:18]([O:24][C:25]([CH3:28])([CH3:27])[CH3:26])[C:19]([O:21][CH2:22][CH3:23])=[O:20])[C:8]([CH3:29])=[CH:7][C:5]=2[N:6]=1.[Cl-].[Li+].C([Sn](CCCC)(CCCC)[C:37]1[N:42]=[C:41]([Cl:43])[CH:40]=[CH:39][N:38]=1)CCC.